From a dataset of Forward reaction prediction with 1.9M reactions from USPTO patents (1976-2016). Predict the product of the given reaction. Given the reactants C(N(CC)C(C)C)(C)C.[C:10](Cl)(=[O:13])[CH:11]=[CH2:12].[N:15]1[C:24]2[C:19](=[CH:20][CH:21]=[CH:22][CH:23]=2)[CH:18]=[C:17]([C:25]2[C:26]3[C:39]([NH2:40])=[N:38][CH:37]=[N:36][C:27]=3[N:28]3[CH2:34][CH2:33][C@@H:32]([NH2:35])[CH2:31][CH2:30][C:29]=23)[CH:16]=1.C(=O)(O)[O-].[Na+], predict the reaction product. The product is: [NH2:40][C:39]1[C:26]2[C:25]([C:17]3[CH:16]=[N:15][C:24]4[C:19]([CH:18]=3)=[CH:20][CH:21]=[CH:22][CH:23]=4)=[C:29]3[CH2:30][CH2:31][C@H:32]([NH:35][C:10](=[O:13])[CH:11]=[CH2:12])[CH2:33][CH2:34][N:28]3[C:27]=2[N:36]=[CH:37][N:38]=1.